This data is from Full USPTO retrosynthesis dataset with 1.9M reactions from patents (1976-2016). The task is: Predict the reactants needed to synthesize the given product. (1) Given the product [CH3:9][O:8][C:5]1[C:4]([S:10]([NH2:13])(=[O:12])=[O:11])=[CH:3][C:2]([B:14]2[O:18][C:17]([CH3:20])([CH3:19])[C:16]([CH3:22])([CH3:21])[O:15]2)=[CH:7][N:6]=1, predict the reactants needed to synthesize it. The reactants are: Br[C:2]1[CH:3]=[C:4]([S:10]([NH2:13])(=[O:12])=[O:11])[C:5]([O:8][CH3:9])=[N:6][CH:7]=1.[B:14]1([B:14]2[O:18][C:17]([CH3:20])([CH3:19])[C:16]([CH3:22])([CH3:21])[O:15]2)[O:18][C:17]([CH3:20])([CH3:19])[C:16]([CH3:22])([CH3:21])[O:15]1.C([O-])(=O)C.[K+]. (2) Given the product [CH2:26]([N:8]([CH2:1][C:2]1[CH:7]=[CH:6][CH:5]=[CH:4][CH:3]=1)[C:9]1[CH:10]=[C:11]2[CH:17]=[C:16]([C:18]([C:20]3[CH:21]=[CH:22][CH:23]=[CH:24][CH:25]=3)=[O:19])[NH:15][C:12]2=[CH:13][N:14]=1)[C:27]1[CH:28]=[CH:29][CH:30]=[CH:31][CH:32]=1, predict the reactants needed to synthesize it. The reactants are: [CH2:1]([N:8]([CH2:26][C:27]1[CH:32]=[CH:31][CH:30]=[CH:29][CH:28]=1)[C:9]1[CH:10]=[C:11]2[CH:17]=[C:16]([CH:18]([C:20]3[CH:25]=[CH:24][CH:23]=[CH:22][CH:21]=3)[OH:19])[NH:15][C:12]2=[CH:13][N:14]=1)[C:2]1[CH:7]=[CH:6][CH:5]=[CH:4][CH:3]=1. (3) The reactants are: [OH:1][CH2:2][C:3]1[CH:4]=[CH:5][C:6]([O:11][C:12]2[CH:13]=[N:14][C:15]([CH3:18])=[CH:16][CH:17]=2)=[C:7]([CH:10]=1)[C:8]#[N:9].Cl[C:20]1[CH:30]=[C:24]2[N:25]([CH3:29])[CH2:26][CH2:27][CH2:28][N:23]2[C:22](=[O:31])[N:21]=1. Given the product [CH3:29][N:25]1[CH2:26][CH2:27][CH2:28][N:23]2[C:22](=[O:31])[N:21]=[C:20]([O:1][CH2:2][C:3]3[CH:4]=[CH:5][C:6]([O:11][C:12]4[CH:13]=[N:14][C:15]([CH3:18])=[CH:16][CH:17]=4)=[C:7]([CH:10]=3)[C:8]#[N:9])[CH:30]=[C:24]12, predict the reactants needed to synthesize it. (4) Given the product [Cl:1][C:2]1[N:3]=[C:4]([NH2:21])[C:5]2[N:6]=[C:7]([CH3:23])[N:8]([C:18]=2[N:19]=1)[C@@H:9]1[O:17][C@H:14]([CH2:15][OH:16])[C@@H:12]([OH:13])[C@H:10]1[OH:11], predict the reactants needed to synthesize it. The reactants are: [Cl:1][C:2]1[N:3]=[C:4]([NH2:21])[C:5]2[N:6]=[C:7](Br)[N:8]([C:18]=2[N:19]=1)[C@@H:9]1[O:17][C@H:14]([CH2:15][OH:16])[C@@H:12]([OH:13])[C@H:10]1[OH:11].[Sn](C)(C)(C)[CH3:23].